Dataset: Full USPTO retrosynthesis dataset with 1.9M reactions from patents (1976-2016). Task: Predict the reactants needed to synthesize the given product. (1) Given the product [C:35]([N:29]1[CH2:28][C:19]2([CH2:18][CH:17]([NH:16][C:14]([C:11]3([C:9]4[CH:8]=[CH:7][C:5]5[O:6][C:2]([F:1])([F:31])[O:3][C:4]=5[CH:10]=4)[CH2:12][CH2:13]3)=[O:15])[C:26]3[C:21](=[CH:22][C:23]([F:27])=[CH:24][CH:25]=3)[O:20]2)[CH2:30]1)(=[O:34])[CH3:36], predict the reactants needed to synthesize it. The reactants are: [F:1][C:2]1([F:31])[O:6][C:5]2[CH:7]=[CH:8][C:9]([C:11]3([C:14]([NH:16][CH:17]4[C:26]5[C:21](=[CH:22][C:23]([F:27])=[CH:24][CH:25]=5)[O:20][C:19]5([CH2:30][NH:29][CH2:28]5)[CH2:18]4)=[O:15])[CH2:13][CH2:12]3)=[CH:10][C:4]=2[O:3]1.FC1(F)O[C:36]2C=CC(C3(C(NC4C5C(=CC(F)=CC=5)OC5(CCNCC5)C4)=O)CC3)=C[C:35]=2[O:34]1. (2) Given the product [N:34]1([C:40]2[N:41]=[C:42]([CH2:47][C:48]([NH:33][C:28]3[CH:29]=[CH:30][CH:31]=[CH:32][C:27]=3[O:26][CH2:25][CH2:24][N:19]3[CH2:23][CH2:22][CH2:21][CH2:20]3)=[O:49])[NH:43][C:44](=[O:46])[CH:45]=2)[CH2:35][CH2:36][O:37][CH2:38][CH2:39]1, predict the reactants needed to synthesize it. The reactants are: N1C=CC=CC=1.Cl.CN(C)CCCN=C=NCC.[N:19]1([CH2:24][CH2:25][O:26][C:27]2[CH:32]=[CH:31][CH:30]=[CH:29][C:28]=2[NH2:33])[CH2:23][CH2:22][CH2:21][CH2:20]1.[N:34]1([C:40]2[N:41]=[C:42]([CH2:47][C:48]([O-])=[O:49])[NH:43][C:44](=[O:46])[CH:45]=2)[CH2:39][CH2:38][O:37][CH2:36][CH2:35]1.[Na+]. (3) Given the product [CH3:23][O:22][C:10]1[CH:9]=[CH:8][C:7]2[CH2:20][C@H:19]3[N:2]([CH3:1])[CH2:3][CH2:4][C@:5]45[C:6]=2[C:11]=1[O:12][C@H:13]4[C:14](=[O:15])[CH2:16][CH2:17][C@@:18]35[O:21][C:24](=[O:34])[C:25]1[C:26](=[CH:30][CH:31]=[CH:32][CH:33]=1)[C:27]([OH:29])=[O:28], predict the reactants needed to synthesize it. The reactants are: [CH3:1][N:2]1[C@@H:19]2[CH2:20][C:7]3[CH:8]=[CH:9][C:10]([O:22][CH3:23])=[C:11]4[O:12][C@H:13]5[C:14]([CH2:16][CH2:17][C@:18]2([OH:21])[C@:5]5([C:6]=34)[CH2:4][CH2:3]1)=[O:15].[C:24]1(=[O:34])[O:29][C:27](=[O:28])[C:26]2=[CH:30][CH:31]=[CH:32][CH:33]=[C:25]12. (4) Given the product [S:7]1[C:1]2[C:2](=[CH:3][CH:4]=[CH:5][CH:6]=2)[C:10](=[O:12])[CH2:9][CH2:8]1, predict the reactants needed to synthesize it. The reactants are: [C:1]1([S:7][CH2:8][CH2:9][C:10]([OH:12])=O)[CH:6]=[CH:5][CH:4]=[CH:3][CH:2]=1. (5) Given the product [C:6]([S:25][CH2:26][CH2:27][CH2:28][O:29][S:1]([CH3:4])(=[O:3])=[O:2])([C:13]1[CH:18]=[CH:17][CH:16]=[CH:15][CH:14]=1)([C:19]1[CH:20]=[CH:21][CH:22]=[CH:23][CH:24]=1)[C:7]1[CH:12]=[CH:11][CH:10]=[CH:9][CH:8]=1, predict the reactants needed to synthesize it. The reactants are: [S:1](Cl)([CH3:4])(=[O:3])=[O:2].[C:6]([S:25][CH2:26][CH2:27][CH2:28][OH:29])([C:19]1[CH:24]=[CH:23][CH:22]=[CH:21][CH:20]=1)([C:13]1[CH:18]=[CH:17][CH:16]=[CH:15][CH:14]=1)[C:7]1[CH:12]=[CH:11][CH:10]=[CH:9][CH:8]=1.C(N(CC)CC)C. (6) Given the product [Cl:36][C:33]1[CH:32]=[C:27]([C:28]([O:30][CH3:31])=[O:29])[C:26]([C:5]2[CH:6]=[CH:7][C:2]([Cl:1])=[C:3]([C:11]([NH:13][CH2:14][C:15]34[CH2:24][CH:19]5[CH2:20][CH:21]([CH2:23][CH:17]([CH2:18]5)[CH2:16]3)[CH2:22]4)=[O:12])[CH:4]=2)=[CH:35][CH:34]=1, predict the reactants needed to synthesize it. The reactants are: [Cl:1][C:2]1[CH:7]=[CH:6][C:5](B(O)O)=[CH:4][C:3]=1[C:11]([NH:13][CH2:14][C:15]12[CH2:24][CH:19]3[CH2:20][CH:21]([CH2:23][CH:17]([CH2:18]3)[CH2:16]1)[CH2:22]2)=[O:12].Br[C:26]1[CH:35]=[CH:34][C:33]([Cl:36])=[CH:32][C:27]=1[C:28]([O:30][CH3:31])=[O:29].C(=O)([O-])[O-].[K+].[K+].O1CCCC1. (7) Given the product [CH3:34][O:10][C:8]([C@H:6]([C:4]1[CH:30]=[CH:29][CH:28]=[CH:27][CH:1]=1)[C@@H:25]1[NH:20][CH2:21][CH2:22][CH2:23][CH2:24]1)=[O:9].[ClH:35], predict the reactants needed to synthesize it. The reactants are: [C:1]([CH:4]([CH:6]([C:8]([O-:10])=[O:9])O)O)([O-])=O.[Cr](O[Cr]([O-])(=O)=O)([O-])(=O)=O.[NH+:20]1[CH:25]=[CH:24][CH:23]=[CH:22][CH:21]=1.[NH+]1C=[CH:30][CH:29]=[CH:28][CH:27]=1.[N+](=[CH2:34])=[N-].[ClH:35]. (8) Given the product [C:1]([C:5]1[CH:6]=[C:7]([C:15]2[C:16]([Cl:39])=[C:17]([C:28]([O:30][CH3:31])=[O:29])[N:18]([CH3:27])[C:19]=2[CH2:20][CH:21]2[CH2:22][CH2:23][CH2:24][CH2:25][CH2:26]2)[CH:8]=[C:9]([C:11]2([CH3:14])[CH2:13][CH2:12]2)[CH:10]=1)([CH3:2])([CH3:3])[CH3:4], predict the reactants needed to synthesize it. The reactants are: [C:1]([C:5]1[CH:6]=[C:7]([C:15]2[CH:16]=[C:17]([C:28]([O:30][CH3:31])=[O:29])[N:18]([CH3:27])[C:19]=2[CH2:20][CH:21]2[CH2:26][CH2:25][CH2:24][CH2:23][CH2:22]2)[CH:8]=[C:9]([C:11]2([CH3:14])[CH2:13][CH2:12]2)[CH:10]=1)([CH3:4])([CH3:3])[CH3:2].C1C(=O)N([Cl:39])C(=O)C1. (9) Given the product [N+:20]([C:15]1[CH:16]=[CH:17][CH:18]=[CH:19][C:14]=1[C:13]([C:7]1[S:6][CH:10]=[CH:9][N:8]=1)=[O:12])([O-:22])=[O:21], predict the reactants needed to synthesize it. The reactants are: C([Li])CCC.[S:6]1[CH:10]=[CH:9][N:8]=[CH:7]1.C[O:12][C:13](=O)[C:14]1[CH:19]=[CH:18][CH:17]=[CH:16][C:15]=1[N+:20]([O-:22])=[O:21].S1C=CN=N1.C(=O)([O-])[O-].[K+].[K+]. (10) Given the product [NH2:22][C:17]1[CH:18]=[C:19]2[C:14]([C:13]([NH:25][C:26]3[NH:27][N:28]=[C:29]([CH3:31])[CH:30]=3)=[N:12][N:11]([C:8]3[CH:7]=[CH:6][C:5]([C:1]([CH3:4])([CH3:3])[CH3:2])=[CH:10][CH:9]=3)[C:20]2=[O:21])=[CH:15][CH:16]=1, predict the reactants needed to synthesize it. The reactants are: [C:1]([C:5]1[CH:10]=[CH:9][C:8]([N:11]2[C:20](=[O:21])[C:19]3[C:14](=[CH:15][CH:16]=[C:17]([NH:22]C=O)[CH:18]=3)[C:13]([NH:25][C:26]3[NH:27][N:28]=[C:29]([CH3:31])[CH:30]=3)=[N:12]2)=[CH:7][CH:6]=1)([CH3:4])([CH3:3])[CH3:2].